Dataset: NCI-60 drug combinations with 297,098 pairs across 59 cell lines. Task: Regression. Given two drug SMILES strings and cell line genomic features, predict the synergy score measuring deviation from expected non-interaction effect. (1) Drug 1: CCC1(CC2CC(C3=C(CCN(C2)C1)C4=CC=CC=C4N3)(C5=C(C=C6C(=C5)C78CCN9C7C(C=CC9)(C(C(C8N6C=O)(C(=O)OC)O)OC(=O)C)CC)OC)C(=O)OC)O.OS(=O)(=O)O. Drug 2: CC(C)NC(=O)C1=CC=C(C=C1)CNNC.Cl. Cell line: HS 578T. Synergy scores: CSS=16.6, Synergy_ZIP=8.18, Synergy_Bliss=8.04, Synergy_Loewe=-29.2, Synergy_HSA=5.98. (2) Drug 1: CC(C1=C(C=CC(=C1Cl)F)Cl)OC2=C(N=CC(=C2)C3=CN(N=C3)C4CCNCC4)N. Drug 2: CCC1(CC2CC(C3=C(CCN(C2)C1)C4=CC=CC=C4N3)(C5=C(C=C6C(=C5)C78CCN9C7C(C=CC9)(C(C(C8N6C=O)(C(=O)OC)O)OC(=O)C)CC)OC)C(=O)OC)O.OS(=O)(=O)O. Cell line: DU-145. Synergy scores: CSS=14.2, Synergy_ZIP=1.73, Synergy_Bliss=5.86, Synergy_Loewe=-1.72, Synergy_HSA=4.05. (3) Drug 1: C1=NNC2=C1C(=O)NC=N2. Drug 2: C1C(C(OC1N2C=NC(=NC2=O)N)CO)O. Cell line: PC-3. Synergy scores: CSS=12.1, Synergy_ZIP=-0.593, Synergy_Bliss=0.460, Synergy_Loewe=-8.88, Synergy_HSA=2.39.